This data is from Full USPTO retrosynthesis dataset with 1.9M reactions from patents (1976-2016). The task is: Predict the reactants needed to synthesize the given product. Given the product [Cl:1][C:2]1[CH:8]=[C:7]([O:9][C:10]2[C:19]3[C:14](=[CH:15][C:16]([O:22][CH3:23])=[C:17]([O:20][CH3:21])[CH:18]=3)[N:13]=[CH:12][N:11]=2)[CH:6]=[CH:5][C:3]=1[NH:4][C:42](=[O:48])[O:41][CH2:30][C:24]1[CH:29]=[CH:28][C:27]([C:55]([CH3:62])([CH3:56])[CH3:54])=[CH:26][CH:25]=1, predict the reactants needed to synthesize it. The reactants are: [Cl:1][C:2]1[CH:8]=[C:7]([O:9][C:10]2[C:19]3[C:14](=[CH:15][C:16]([O:22][CH3:23])=[C:17]([O:20][CH3:21])[CH:18]=3)[N:13]=[CH:12][N:11]=2)[CH:6]=[CH:5][C:3]=1[NH2:4].[C:24]1([CH3:30])[CH:29]=[CH:28][CH:27]=[CH:26][CH:25]=1.C(N(CC)CC)C.ClC(Cl)([O:41][C:42](=[O:48])OC(Cl)(Cl)Cl)Cl.COC1C=[CH:62][C:55]([CH:56](O)C(C)(C)C)=[CH:54]C=1.